Dataset: Forward reaction prediction with 1.9M reactions from USPTO patents (1976-2016). Task: Predict the product of the given reaction. (1) The product is: [OH:10][C:9]1[C:8]2[CH:11]=[CH:12][CH:13]=[CH:14][C:7]=2[O:6][C:5](=[O:15])[C:4]=1[C:1](=[O:3])[CH:2]=[CH:20][C:19]1[CH:22]=[CH:23][C:24]([O:25][C:26]([F:27])([F:28])[F:29])=[C:17]([Cl:16])[CH:18]=1. Given the reactants [C:1]([C:4]1[C:5](=[O:15])[O:6][C:7]2[CH:14]=[CH:13][CH:12]=[CH:11][C:8]=2[C:9]=1[OH:10])(=[O:3])[CH3:2].[Cl:16][C:17]1[CH:18]=[C:19]([CH:22]=[CH:23][C:24]=1[O:25][C:26]([F:29])([F:28])[F:27])[CH:20]=O.N1CCCCC1, predict the reaction product. (2) Given the reactants [CH:1]1[C:13]2[CH:12]([CH2:14][O:15][C:16]([NH:18][C@@H:19]([CH2:23][C:24]3[C:32]4[C:27](=[CH:28][CH:29]=[CH:30][CH:31]=4)[NH:26][CH:25]=3)[C:20]([OH:22])=[O:21])=[O:17])[C:11]3[C:6](=[CH:7][CH:8]=[CH:9][CH:10]=3)[C:5]=2[CH:4]=[CH:3][CH:2]=1.I[C:34]1[CH:39]=[CH:38][CH:37]=[C:36]([O:40][CH2:41][CH2:42][CH3:43])[CH:35]=1, predict the reaction product. The product is: [CH:1]1[C:13]2[CH:12]([CH2:14][O:15][C:16]([NH:18][C@@H:19]([CH2:23][C:24]3[C:32]4[C:27](=[CH:28][CH:29]=[CH:30][CH:31]=4)[NH:26][C:25]=3[C:34]3[CH:39]=[CH:38][CH:37]=[C:36]([O:40][CH2:41][CH2:42][CH3:43])[CH:35]=3)[C:20]([OH:22])=[O:21])=[O:17])[C:11]3[C:6](=[CH:7][CH:8]=[CH:9][CH:10]=3)[C:5]=2[CH:4]=[CH:3][CH:2]=1. (3) Given the reactants [CH2:1]([O:8][C:9]1[C:17]([F:18])=[CH:16][CH:15]=[C:14]2[C:10]=1[C:11]([CH2:19][CH2:20][N:21]([CH3:23])[CH3:22])=[CH:12][NH:13]2)[C:2]1[CH:7]=[CH:6][CH:5]=[CH:4][CH:3]=1.C(OC1C=C2C(C(C(=O)C(N(C)C)=O)=CN2)=CC=1F)C1C=CC=CC=1, predict the reaction product. The product is: [CH2:1]([O:8][C:9]1[CH:10]=[C:14]2[C:15]([C:11]([CH2:19][CH2:20][N:21]([CH3:22])[CH3:23])=[CH:12][NH:13]2)=[CH:16][C:17]=1[F:18])[C:2]1[CH:3]=[CH:4][CH:5]=[CH:6][CH:7]=1. (4) Given the reactants FC(F)(F)C(O)=O.[OH:8][C:9]1([CH2:15][N:16]2[C:21](=[O:22])[C:20]3[CH:23]=[C:24]([CH2:26][CH2:27][CH3:28])[S:25][C:19]=3[N:18]=[CH:17]2)[CH2:14][CH2:13][NH:12][CH2:11][CH2:10]1.[C:29]1([CH:35]([CH3:40])[CH2:36][C:37](O)=[O:38])[CH:34]=[CH:33][CH:32]=[CH:31][CH:30]=1.CCN(C(C)C)C(C)C.CN(C(ON1N=NC2C=CC=NC1=2)=[N+](C)C)C.F[P-](F)(F)(F)(F)F, predict the reaction product. The product is: [OH:8][C:9]1([CH2:15][N:16]2[C:21](=[O:22])[C:20]3[CH:23]=[C:24]([CH2:26][CH2:27][CH3:28])[S:25][C:19]=3[N:18]=[CH:17]2)[CH2:14][CH2:13][N:12]([C:37](=[O:38])[CH2:36][CH:35]([C:29]2[CH:34]=[CH:33][CH:32]=[CH:31][CH:30]=2)[CH3:40])[CH2:11][CH2:10]1. (5) Given the reactants [H-].[Na+].[CH:3]1([S:6]([NH2:9])(=[O:8])=[O:7])[CH2:5][CH2:4]1.[CH2:10]([C:12]1[CH:17]=[CH:16][C:15]([N:18]2[CH2:23][CH2:22][O:21][CH2:20][CH2:19]2)=[CH:14][C:13]=1[CH:24]1[CH2:33][C:32]([CH3:35])([CH3:34])[C:31]2[C:26](=[CH:27][CH:28]=[C:29]([C:36](O)=[O:37])[CH:30]=2)[NH:25]1)[CH3:11].C(N1C=CN=C1)(N1C=CN=C1)=O, predict the reaction product. The product is: [CH2:10]([C:12]1[CH:17]=[CH:16][C:15]([N:18]2[CH2:19][CH2:20][O:21][CH2:22][CH2:23]2)=[CH:14][C:13]=1[CH:24]1[CH2:33][C:32]([CH3:34])([CH3:35])[C:31]2[C:26](=[CH:27][CH:28]=[C:29]([C:36]([NH:9][S:6]([CH:3]3[CH2:5][CH2:4]3)(=[O:8])=[O:7])=[O:37])[CH:30]=2)[NH:25]1)[CH3:11]. (6) Given the reactants [CH2:1]([O:3][C:4]([C:6]1[C:7](Cl)=[N:8][C:9]([S:12][CH3:13])=[N:10][CH:11]=1)=[O:5])[CH3:2].[CH:15]1([NH2:18])[CH2:17][CH2:16]1, predict the reaction product. The product is: [CH2:1]([O:3][C:4]([C:6]1[C:7]([NH:18][CH:15]2[CH2:17][CH2:16]2)=[N:8][C:9]([S:12][CH3:13])=[N:10][CH:11]=1)=[O:5])[CH3:2]. (7) Given the reactants ClC(OCC)=O.[CH2:7]([O:14][C:15]1[CH:20]=[CH:19][C:18]([C@@H:21]2[CH2:23][C@H:22]2[C:24]([OH:26])=O)=[CH:17][CH:16]=1)[C:8]1[CH:13]=[CH:12][CH:11]=[CH:10][CH:9]=1.C(N(CC)CC)C.[N-:34]=[N+:35]=[N-:36].[Na+], predict the reaction product. The product is: [CH2:7]([O:14][C:15]1[CH:20]=[CH:19][C:18]([C@@H:21]2[CH2:23][C@H:22]2[C:24]([N:34]=[N+:35]=[N-:36])=[O:26])=[CH:17][CH:16]=1)[C:8]1[CH:13]=[CH:12][CH:11]=[CH:10][CH:9]=1. (8) Given the reactants [CH3:1][C:2]1[C:3]([CH2:9][N:10]([CH2:16][C:17]2[C:22]([CH:23]([CH3:25])[CH3:24])=[CH:21][CH:20]=[CH:19][N:18]=2)[CH2:11][CH2:12][CH2:13][CH2:14][NH2:15])=[N:4][CH:5]=[C:6]([CH3:8])[CH:7]=1.C[Si]([N:30]=[C:31]=[O:32])(C)C, predict the reaction product. The product is: [CH3:1][C:2]1[C:3]([CH2:9][N:10]([CH2:16][C:17]2[C:22]([CH:23]([CH3:25])[CH3:24])=[CH:21][CH:20]=[CH:19][N:18]=2)[CH2:11][CH2:12][CH2:13][CH2:14][NH:15][C:31]([NH2:30])=[O:32])=[N:4][CH:5]=[C:6]([CH3:8])[CH:7]=1.